Dataset: Full USPTO retrosynthesis dataset with 1.9M reactions from patents (1976-2016). Task: Predict the reactants needed to synthesize the given product. Given the product [C:30]([O:29][C:27]([N:24]1[CH2:23][CH2:22][N:21]([CH2:20][CH2:19][O:18][C:2]2[C:7]([O:8][CH2:9][CH2:10][OH:11])=[CH:6][CH:5]=[CH:4][N:3]=2)[CH2:26][CH2:25]1)=[O:28])([CH3:33])([CH3:32])[CH3:31], predict the reactants needed to synthesize it. The reactants are: Cl[C:2]1[C:7]([O:8][CH2:9][CH2:10][O:11]C2CCCCO2)=[CH:6][CH:5]=[CH:4][N:3]=1.[OH:18][CH2:19][CH2:20][N:21]1[CH2:26][CH2:25][N:24]([C:27]([O:29][C:30]([CH3:33])([CH3:32])[CH3:31])=[O:28])[CH2:23][CH2:22]1.